Dataset: Full USPTO retrosynthesis dataset with 1.9M reactions from patents (1976-2016). Task: Predict the reactants needed to synthesize the given product. (1) Given the product [CH3:1][N:2]([CH2:3][CH2:4][NH:5][CH3:6])[C:12](=[O:13])[O:11][C:7]([CH3:10])([CH3:9])[CH3:8], predict the reactants needed to synthesize it. The reactants are: [CH3:1][NH:2][CH2:3][CH2:4][NH:5][CH3:6].[C:7]([O:11][C:12](=O)[O:13]C(C)(C)C)([CH3:10])([CH3:9])[CH3:8]. (2) Given the product [OH:10][C:7]1[CH:8]=[C:9]2[C:4]([CH:3]=[N:2][N:1]2[C:11]([O:13][C:14]([CH3:17])([CH3:16])[CH3:15])=[O:12])=[CH:5][CH:6]=1, predict the reactants needed to synthesize it. The reactants are: [NH:1]1[C:9]2[C:4](=[CH:5][CH:6]=[C:7]([OH:10])[CH:8]=2)[CH:3]=[N:2]1.[C:11](O[C:11]([O:13][C:14]([CH3:17])([CH3:16])[CH3:15])=[O:12])([O:13][C:14]([CH3:17])([CH3:16])[CH3:15])=[O:12].C(N(CC)CC)C. (3) Given the product [Cl:1][C:2]1[CH:14]=[CH:13][C:5]([O:6][CH2:7][CH2:8][CH2:9][C:10]([N:41]2[CH2:42][CH2:43][N:38]([CH3:37])[CH2:39][CH2:40]2)=[O:12])=[C:4]([NH:15][C:16]([NH:18][C:19]2[CH:24]=[CH:23][C:22]([C:25]#[N:26])=[CH:21][N:20]=2)=[O:17])[CH:3]=1, predict the reactants needed to synthesize it. The reactants are: [Cl:1][C:2]1[CH:14]=[CH:13][C:5]([O:6][CH2:7][CH2:8][CH2:9][C:10]([OH:12])=O)=[C:4]([NH:15][C:16]([NH:18][C:19]2[CH:24]=[CH:23][C:22]([C:25]#[N:26])=[CH:21][N:20]=2)=[O:17])[CH:3]=1.ON1C2C=CC=CC=2N=N1.[CH3:37][N:38]1[CH2:43][CH2:42][NH:41][CH2:40][CH2:39]1.Cl.C(N=C=NCCCN(C)C)C. (4) Given the product [Br:1][C:2]1[CH:3]=[N:4][CH:5]=[C:6]([CH:10]=1)[C:7]([NH:14][CH2:13][CH2:12][F:11])=[O:9], predict the reactants needed to synthesize it. The reactants are: [Br:1][C:2]1[CH:3]=[N:4][CH:5]=[C:6]([CH:10]=1)[C:7]([OH:9])=O.[F:11][CH2:12][CH2:13][NH2:14].CCN=C=NCCCN(C)C.Cl.C(N(CC)CC)C. (5) Given the product [ClH:27].[F:1][C:2]1[CH:7]=[CH:6][CH:5]=[CH:4][C:3]=1[N:8]1[CH:12]=[CH:11][N:10]([CH:13]2[CH2:14][CH2:15][NH:16][CH2:17][CH2:18]2)[C:9]1=[O:26], predict the reactants needed to synthesize it. The reactants are: [F:1][C:2]1[CH:7]=[CH:6][CH:5]=[CH:4][C:3]=1[N:8]1[CH:12]=[CH:11][N:10]([CH:13]2[CH2:18][CH2:17][N:16](C(OC(C)(C)C)=O)[CH2:15][CH2:14]2)[C:9]1=[O:26].[ClH:27].O1CCOCC1.